This data is from Peptide-MHC class I binding affinity with 185,985 pairs from IEDB/IMGT. The task is: Regression. Given a peptide amino acid sequence and an MHC pseudo amino acid sequence, predict their binding affinity value. This is MHC class I binding data. (1) The peptide sequence is SLTIKDSSNK. The MHC is HLA-A02:03 with pseudo-sequence HLA-A02:03. The binding affinity (normalized) is 0. (2) The peptide sequence is ISVQPLWEW. The MHC is HLA-B08:01 with pseudo-sequence HLA-B08:01. The binding affinity (normalized) is 0.0847.